This data is from Forward reaction prediction with 1.9M reactions from USPTO patents (1976-2016). The task is: Predict the product of the given reaction. (1) Given the reactants [F:1][C:2]1[C:7]2[CH:8]=[CH:9][S:10][C:6]=2[C:5]([O:11][CH3:12])=[CH:4][CH:3]=1.C([SiH](CC)CC)C, predict the reaction product. The product is: [F:1][C:2]1[C:7]2[CH2:8][CH2:9][S:10][C:6]=2[C:5]([O:11][CH3:12])=[CH:4][CH:3]=1. (2) Given the reactants [F:1][C:2]1[CH:3]=[C:4]([C:8](=[NH:10])[NH2:9])[CH:5]=[CH:6][CH:7]=1.CN(C)[CH:13]=[O:14].[OH2:16], predict the reaction product. The product is: [F:1][C:2]1[CH:3]=[C:4]([C:8]2[N:9]=[CH:5][C:4]([C:8]([O:14][CH3:13])=[O:16])=[CH:3][N:10]=2)[CH:5]=[CH:6][CH:7]=1. (3) The product is: [Cl:1][C:2]1[C:3]([O:12][CH2:13][CH:14]2[CH2:16][CH2:15]2)=[N:4][CH:5]=[C:6]([CH:11]=1)[C:7]([OH:9])=[O:8]. Given the reactants [Cl:1][C:2]1[C:3]([O:12][CH2:13][CH:14]2[CH2:16][CH2:15]2)=[N:4][CH:5]=[C:6]([CH:11]=1)[C:7]([O:9]C)=[O:8].C1COCC1.[OH-].[Li+].Cl, predict the reaction product.